This data is from Forward reaction prediction with 1.9M reactions from USPTO patents (1976-2016). The task is: Predict the product of the given reaction. (1) Given the reactants [CH2:1]([C:5]12[CH2:17][CH2:16][C:15](=[O:18])[C:14]([CH3:19])=[C:13]1[C:12]1[C:7](=[CH:8][C:9]([O:20][CH2:21][O:22][CH3:23])=[CH:10][CH:11]=1)[CH2:6]2)[CH2:2][CH2:3][CH3:4].[Li+].CC([N-]C(C)C)C.C(=O)=O.CC(C)=O.Cl[Si:40]([CH3:43])([CH3:42])[CH3:41].C([O-])(O)=O.[Na+], predict the reaction product. The product is: [CH2:1]([C:5]12[CH2:17][CH:16]=[C:15]([O:18][Si:40]([CH3:43])([CH3:42])[CH3:41])[C:14]([CH3:19])=[C:13]1[C:12]1[C:7](=[CH:8][C:9]([O:20][CH2:21][O:22][CH3:23])=[CH:10][CH:11]=1)[CH2:6]2)[CH2:2][CH2:3][CH3:4]. (2) The product is: [CH:1]1([C:4]2[CH:5]=[C:15]([CH:9]=[CH:10][N:11]=2)[C:14]([OH:12])=[O:16])[CH2:3][CH2:2]1. Given the reactants [CH:1]1([C:4]2[CH:5]=C([CH:9]=[CH:10][N:11]=2)C#N)[CH2:3][CH2:2]1.[OH-:12].[Na+].[CH2:14]([OH:16])[CH3:15], predict the reaction product. (3) Given the reactants [CH2:1]([O:3][C:4](=[O:19])[CH2:5][C:6]1[CH:11]=[CH:10][C:9]([S:12]([CH2:15][C:16](=[O:18])[CH3:17])(=[O:14])=[O:13])=[CH:8][CH:7]=1)[CH3:2].[Li+].CC([N-]C(C)C)C.[CH:28]1([CH2:33]I)[CH2:32][CH2:31][CH2:30][CH2:29]1, predict the reaction product. The product is: [CH2:1]([O:3][C:4](=[O:19])[CH:5]([C:6]1[CH:7]=[CH:8][C:9]([S:12]([CH2:15][C:16](=[O:18])[CH3:17])(=[O:14])=[O:13])=[CH:10][CH:11]=1)[CH2:33][CH:28]1[CH2:32][CH2:31][CH2:30][CH2:29]1)[CH3:2]. (4) Given the reactants [O:1]1[CH:5]=[CH:4][N:3]=[C:2]1[C:6]([NH:9]C(=O)OCC1C=CC=CC=1)([CH3:8])[CH3:7].[H][H], predict the reaction product. The product is: [CH3:7][C:6]([CH3:8])([C:2]1[O:1][CH:5]=[CH:4][N:3]=1)[NH2:9]. (5) Given the reactants [N+:1]([C:4]1[CH:5]=[C:6]2[CH:12]=[CH:11][N:10](S(C3C=CC=CC=3)(=O)=O)[C:7]2=[N:8][CH:9]=1)([O-:3])=[O:2].CO.[OH-].[Na+], predict the reaction product. The product is: [N+:1]([C:4]1[CH:5]=[C:6]2[CH:12]=[CH:11][NH:10][C:7]2=[N:8][CH:9]=1)([O-:3])=[O:2]. (6) The product is: [CH3:1][C:2](=[CH:4][CH2:5][CH2:6][C@H:7]([C@@H:9]1[C@:26]2([CH3:27])[C@H:12]([C@H:13]3[C@H:23]([CH2:24][CH2:25]2)[C@:21]2([CH3:22])[C:16](=[CH:17][C:18](=[N:30][OH:31])[CH2:19][CH2:20]2)[CH2:15][CH2:14]3)[CH2:11][CH2:10]1)[CH3:8])[CH3:3]. Given the reactants [CH3:1][C:2](=[CH:4][CH2:5][CH2:6][C@H:7]([C@@H:9]1[C@:26]2([CH3:27])[C@H:12]([C@H:13]3[C@H:23]([CH2:24][CH2:25]2)[C@:21]2([CH3:22])[C:16](=[CH:17][C:18](=O)[CH2:19][CH2:20]2)[CH2:15][CH2:14]3)[CH2:11][CH2:10]1)[CH3:8])[CH3:3].Cl.[NH2:30][OH:31], predict the reaction product.